Dataset: NCI-60 drug combinations with 297,098 pairs across 59 cell lines. Task: Regression. Given two drug SMILES strings and cell line genomic features, predict the synergy score measuring deviation from expected non-interaction effect. Drug 1: CC1=C(C(CCC1)(C)C)C=CC(=CC=CC(=CC(=O)O)C)C. Drug 2: C1CN(CCN1C(=O)CCBr)C(=O)CCBr. Cell line: SR. Synergy scores: CSS=44.9, Synergy_ZIP=-1.49, Synergy_Bliss=-2.36, Synergy_Loewe=-15.6, Synergy_HSA=-4.26.